From a dataset of Full USPTO retrosynthesis dataset with 1.9M reactions from patents (1976-2016). Predict the reactants needed to synthesize the given product. (1) Given the product [F:14][C:15]1[C:21]([N:10]2[CH2:11][CH2:12][CH2:13][N:7]([CH3:6])[CH2:8][CH2:9]2)=[CH:20][C:18]([NH2:19])=[C:17]([N+:23]([O-:25])=[O:24])[CH:16]=1, predict the reactants needed to synthesize it. The reactants are: C(=O)(O)[O-].[Na+].[CH3:6][N:7]1[CH2:13][CH2:12][CH2:11][NH:10][CH2:9][CH2:8]1.[F:14][C:15]1[C:21](F)=[CH:20][C:18]([NH2:19])=[C:17]([N+:23]([O-:25])=[O:24])[CH:16]=1.O. (2) Given the product [NH2:1][C:2]1[N:7]=[C:6]([CH3:8])[C:5]([CH2:9][CH2:10][CH2:11][N:12]([CH2:17][C:18]2[CH:19]=[C:20]([CH2:24][C:25]([O:27][CH3:28])=[O:26])[CH:21]=[CH:22][CH:23]=2)[C:13](=[O:16])[CH2:14][N:36]([CH3:37])[CH3:35])=[C:4]([NH:29][CH2:30][CH2:31][CH2:32][CH2:33][CH3:34])[N:3]=1, predict the reactants needed to synthesize it. The reactants are: [NH2:1][C:2]1[N:7]=[C:6]([CH3:8])[C:5]([CH2:9][CH2:10][CH2:11][N:12]([CH2:17][C:18]2[CH:19]=[C:20]([CH2:24][C:25]([O:27][CH3:28])=[O:26])[CH:21]=[CH:22][CH:23]=2)[C:13](=[O:16])[CH2:14]Cl)=[C:4]([NH:29][CH2:30][CH2:31][CH2:32][CH2:33][CH3:34])[N:3]=1.[CH3:35][NH:36][CH3:37]. (3) Given the product [Cl:1][C:2]1[C:7]([C:12]2[CH:17]=[CH:16][CH:15]=[CH:14][CH:13]=2)=[CH:6][C:5]([N+:9]([O-:11])=[O:10])=[CH:4][N:3]=1, predict the reactants needed to synthesize it. The reactants are: [Cl:1][C:2]1[C:7](I)=[CH:6][C:5]([N+:9]([O-:11])=[O:10])=[CH:4][N:3]=1.[C:12]1(B(O)O)[CH:17]=[CH:16][CH:15]=[CH:14][CH:13]=1.C(Cl)Cl.C([O-])([O-])=O.[Cs+].[Cs+]. (4) Given the product [F:27][C:25]1[CH:24]=[CH:23][C:20]2[S:21][CH:22]=[C:18]([CH2:17][N:6]3[C:7]4[C:12](=[C:11]([O:14][CH3:15])[CH:10]=[CH:9][CH:8]=4)[CH:13]=[C:5]3[C:3]([OH:2])=[O:4])[C:19]=2[CH:26]=1, predict the reactants needed to synthesize it. The reactants are: C[O:2][C:3]([C:5]1[NH:6][C:7]2[C:12]([CH:13]=1)=[C:11]([O:14][CH3:15])[CH:10]=[CH:9][CH:8]=2)=[O:4].Br[CH2:17][C:18]1[C:19]2[CH:26]=[C:25]([F:27])[CH:24]=[CH:23][C:20]=2[S:21][CH:22]=1. (5) Given the product [CH2:6]([O:5][P:4]([C:9]([C:12]1[CH:13]=[CH:14][C:15]([NH2:18])=[CH:16][CH:17]=1)([CH3:10])[CH3:11])(=[O:8])[O:3][CH2:1][CH3:2])[CH3:7], predict the reactants needed to synthesize it. The reactants are: [CH2:1]([O:3][P:4]([C:9]([C:12]1[CH:17]=[CH:16][C:15]([N+:18]([O-])=O)=[CH:14][CH:13]=1)([CH3:11])[CH3:10])(=[O:8])[O:5][CH2:6][CH3:7])[CH3:2]. (6) Given the product [CH:1]1([CH2:4][O:5][C:6]2[CH:11]=[CH:10][C:9]([CH:12]([F:13])[F:14])=[CH:8][C:7]=2[C:15]2[C:16]3[NH:23][C:22]([CH3:24])=[C:21]([C:25]([NH:41][C@H:38]4[CH2:39][CH2:40][C@H:35]([NH:34][C:33](=[O:43])[O:32][C:28]([CH3:30])([CH3:29])[CH3:31])[CH2:36][C@@H:37]4[CH3:42])=[O:26])[C:17]=3[N:18]=[CH:19][N:20]=2)[CH2:2][CH2:3]1, predict the reactants needed to synthesize it. The reactants are: [CH:1]1([CH2:4][O:5][C:6]2[CH:11]=[CH:10][C:9]([CH:12]([F:14])[F:13])=[CH:8][C:7]=2[C:15]2[C:16]3[NH:23][C:22]([CH3:24])=[C:21]([C:25](O)=[O:26])[C:17]=3[N:18]=[CH:19][N:20]=2)[CH2:3][CH2:2]1.[C:28]([O:32][C:33](=[O:43])[NH:34][C@@H:35]1[CH2:40][CH2:39][C@@H:38]([NH2:41])[C@H:37]([CH3:42])[CH2:36]1)([CH3:31])([CH3:30])[CH3:29]. (7) Given the product [NH2:23][C:19]1[N:18]=[C:17]([C:4]2[CH:3]=[C:2]([NH:34][S:31]([CH3:30])(=[O:33])=[O:32])[CH:7]=[C:6]([C:8]3[CH:16]=[CH:15][CH:14]=[C:13]4[C:9]=3[CH:10]=[CH:11][NH:12]4)[CH:5]=2)[CH:22]=[CH:21][N:20]=1, predict the reactants needed to synthesize it. The reactants are: Br[C:2]1[CH:3]=[C:4]([C:17]2[CH:22]=[CH:21][N:20]=[C:19]([NH2:23])[N:18]=2)[CH:5]=[C:6]([C:8]2[CH:16]=[CH:15][CH:14]=[C:13]3[C:9]=2[CH:10]=[CH:11][NH:12]3)[CH:7]=1.C(=O)([O-])[O-].[Cs+].[Cs+].[CH3:30][S:31]([NH2:34])(=[O:33])=[O:32].CNCCNC.